The task is: Binary Classification. Given a drug SMILES string, predict its activity (active/inactive) in a high-throughput screening assay against a specified biological target.. This data is from HIV replication inhibition screening data with 41,000+ compounds from the AIDS Antiviral Screen. (1) The drug is O=C1c2ccccc2C(=O)N1CCC[PH](c1ccccc1)(c1ccccc1)c1ccccc1. The result is 0 (inactive). (2) The drug is COc1ccc(CCNC(=O)C2CCCCC2CCO)cc1OC. The result is 0 (inactive). (3) The drug is O=C(OCc1ccccc1)c1ccccc1-c1c2ccc(=O)cc-2oc2cc(OCc3ccccc3)ccc12. The result is 0 (inactive). (4) The molecule is COc1ccc(C(C(N)=O)N2CCCC2)cc1. The result is 0 (inactive).